This data is from Peptide-MHC class II binding affinity with 134,281 pairs from IEDB. The task is: Regression. Given a peptide amino acid sequence and an MHC pseudo amino acid sequence, predict their binding affinity value. This is MHC class II binding data. (1) The peptide sequence is VRVEILRNFYFINRL. The MHC is DRB1_0802 with pseudo-sequence DRB1_0802. The binding affinity (normalized) is 0.244. (2) The peptide sequence is TEAKEGLKRGEITHHAV. The MHC is DRB1_0901 with pseudo-sequence DRB1_0901. The binding affinity (normalized) is 0.104. (3) The peptide sequence is SQDLELSWNLNGLWAY. The MHC is HLA-DQA10301-DQB10302 with pseudo-sequence HLA-DQA10301-DQB10302. The binding affinity (normalized) is 0.386.